From a dataset of Forward reaction prediction with 1.9M reactions from USPTO patents (1976-2016). Predict the product of the given reaction. The product is: [CH3:27][C:24]([CH3:28])([CH2:25][CH3:26])[CH2:23][C:20]1[N:19]([CH3:29])[C:18]([CH2:17][CH2:16][C:13]2[CH:14]=[CH:15][C:10]([C:31]3[CH:36]=[CH:35][C:34]([F:37])=[CH:33][N:32]=3)=[CH:11][CH:12]=2)=[N:22][CH:21]=1. Given the reactants C[Sn](C)C.C[Sn](C)C.Br[C:10]1[CH:15]=[CH:14][C:13]([CH2:16][CH2:17][C:18]2[N:19]([CH3:29])[C:20]([CH2:23][C:24]([CH3:28])([CH3:27])[CH2:25][CH3:26])=[CH:21][N:22]=2)=[CH:12][CH:11]=1.Br[C:31]1[CH:36]=[CH:35][C:34]([F:37])=[CH:33][N:32]=1.[F-].[K+], predict the reaction product.